This data is from Forward reaction prediction with 1.9M reactions from USPTO patents (1976-2016). The task is: Predict the product of the given reaction. (1) Given the reactants [C:1]([OH:10])(=[O:9])CC[CH2:4][CH2:5][C:6]([OH:8])=[O:7].OC[C:13]([CH3:17])(CO)C.C(OCCO)(=O)C=C.COC1C=CC(O)=CC=1.C(C1C=C(C)C=C(C(C)(C)C)C=1O)(C)(C)C.C([O-])(=O)C.[Cs+].O=C=[N:58]C1CC(C)(C)CC(C)(CN=C=O)C1.[N-]=C=O, predict the reaction product. The product is: [NH2:58][C:1]([O:10][CH2:13][CH3:17])=[O:9].[C:6]([O-:8])(=[O:7])[CH:5]=[CH2:4]. (2) Given the reactants [CH3:1][O:2][C:3](=[O:13])[CH2:4][C:5]1[CH:10]=[CH:9][C:8]([F:11])=[C:7](Br)[CH:6]=1.[B:14]1([B:14]2[O:18][C:17]([CH3:20])([CH3:19])[C:16]([CH3:22])([CH3:21])[O:15]2)[O:18][C:17]([CH3:20])([CH3:19])[C:16]([CH3:22])([CH3:21])[O:15]1, predict the reaction product. The product is: [CH3:1][O:2][C:3](=[O:13])[CH2:4][C:5]1[CH:10]=[CH:9][C:8]([F:11])=[C:7]([B:14]2[O:18][C:17]([CH3:20])([CH3:19])[C:16]([CH3:22])([CH3:21])[O:15]2)[CH:6]=1. (3) Given the reactants [I-:1].[Na+].CN(C)CCN.Br[C:10]1[CH:11]=[N:12][C:13]([O:16][CH:17]2[CH2:22][CH2:21][N:20]([C:23]([O:25][C:26]([CH3:29])([CH3:28])[CH3:27])=[O:24])[CH2:19][CH2:18]2)=[N:14][CH:15]=1, predict the reaction product. The product is: [I:1][C:10]1[CH:11]=[N:12][C:13]([O:16][CH:17]2[CH2:22][CH2:21][N:20]([C:23]([O:25][C:26]([CH3:29])([CH3:28])[CH3:27])=[O:24])[CH2:19][CH2:18]2)=[N:14][CH:15]=1. (4) Given the reactants C[C:2]1[CH:9]=[CH:8][C:5]([CH2:6][NH2:7])=[CH:4][CH:3]=1.[CH3:10][N:11]1[CH:15]2[CH2:16][C:17]([CH2:19][CH:12]1[CH2:13][CH2:14]2)=O.[CH3:20]O, predict the reaction product. The product is: [CH3:20][CH:19]1[C@H:12]2[N:11]([CH3:10])[C@H:15]([CH2:14][CH2:13]2)[C:16](=[N:7][CH2:6][C:5]2[CH:4]=[CH:3][CH:2]=[CH:9][CH:8]=2)[CH2:17]1. (5) Given the reactants [CH:1]1([C:4]([CH:6](Br)[C:7]2[CH:12]=[CH:11][CH:10]=[CH:9][C:8]=2[F:13])=[O:5])[CH2:3][CH2:2]1.C1(C)C=CC(S(O)(=O)=O)=CC=1.[O:26]=[C:27]1[S:35][C:34]2[CH2:33][CH2:32][NH:31][CH2:30][C:29]=2[CH2:28]1.C(=O)(O)[O-].[K+].[Br-].[Na+], predict the reaction product. The product is: [CH:1]1([C:4]([CH:6]([N:31]2[CH2:32][CH2:33][C:34]3[S:35][C:27](=[O:26])[CH2:28][C:29]=3[CH2:30]2)[C:7]2[CH:12]=[CH:11][CH:10]=[CH:9][C:8]=2[F:13])=[O:5])[CH2:3][CH2:2]1. (6) Given the reactants [CH3:1][N:2]1[C:6]([CH2:7][CH2:8][OH:9])=[CH:5][CH:4]=[N:3]1.O[C:11]1[CH:16]=[CH:15][C:14]([C:17]([F:20])([F:19])[F:18])=[CH:13][CH:12]=1.N(C(OC(C)C)=O)=NC(OC(C)C)=O.C1(P(C2C=CC=CC=2)C2C=CC=CC=2)C=CC=CC=1, predict the reaction product. The product is: [CH3:1][N:2]1[C:6]([CH2:7][CH2:8][O:9][C:11]2[CH:16]=[CH:15][C:14]([C:17]([F:20])([F:19])[F:18])=[CH:13][CH:12]=2)=[CH:5][CH:4]=[N:3]1.